From a dataset of Reaction yield outcomes from USPTO patents with 853,638 reactions. Predict the reaction yield, written as a fraction of the theoretical maximum amount of product (1.0 means a 100% yield; for example, 0.34 means a 34% yield). (1) The reactants are CON(C)[C:4]([C:6]1[N:7]=[N:8][CH:9]=[CH:10][CH:11]=1)=[O:5].[Li+].[CH3:14][Si]([N-][Si](C)(C)C)(C)C. The catalyst is C1COCC1. The product is [N:8]1[CH:9]=[CH:10][CH:11]=[C:6]([CH:4]([OH:5])[CH3:14])[N:7]=1. The yield is 0.420. (2) The reactants are [Cl:1][C:2]1[CH:7]=[CH:6][C:5]([S:8]([NH:11][C@H:12]2[CH2:17][CH2:16][CH2:15][CH2:14][C@H:13]2[C:18]([NH2:20])=[O:19])(=[O:10])=[O:9])=[CH:4][CH:3]=1.Br[CH2:22][C:23]1[CH:28]=[CH:27][C:26]([O:29][C:30]([F:33])([F:32])[F:31])=[CH:25][CH:24]=1. The catalyst is C(#N)C.CCOC(C)=O. The product is [Cl:1][C:2]1[CH:7]=[CH:6][C:5]([S:8]([N:11]([CH2:22][C:23]2[CH:28]=[CH:27][C:26]([O:29][C:30]([F:31])([F:32])[F:33])=[CH:25][CH:24]=2)[C@H:12]2[CH2:17][CH2:16][CH2:15][CH2:14][C@H:13]2[C:18]([NH2:20])=[O:19])(=[O:9])=[O:10])=[CH:4][CH:3]=1. The yield is 0.670. (3) The reactants are C([NH:4][CH2:5][C:6]1[CH:7]=[C:8]([C:12]2[CH:17]=[C:16]([N:18]([CH:26]3[CH2:28][CH2:27]3)C(=O)OC(C)(C)C)[N:15]3[N:29]=[CH:30][C:31]([CH:32]=[O:33])=[C:14]3[N:13]=2)[CH:9]=[CH:10][CH:11]=1)(=O)C.Cl.[OH-].[Na+]. The catalyst is O1CCOCC1.O. The product is [NH2:4][CH2:5][C:6]1[CH:7]=[C:8]([C:12]2[CH:17]=[C:16]([NH:18][CH:26]3[CH2:28][CH2:27]3)[N:15]3[N:29]=[CH:30][C:31]([CH:32]=[O:33])=[C:14]3[N:13]=2)[CH:9]=[CH:10][CH:11]=1. The yield is 0.700.